From a dataset of Forward reaction prediction with 1.9M reactions from USPTO patents (1976-2016). Predict the product of the given reaction. (1) Given the reactants [C:1]([O:5][C:6]([N:8]([C:16]1[C:21]([C:22]#[CH:23])=[CH:20][CH:19]=[CH:18][N:17]=1)[C:9]([O:11][C:12]([CH3:15])([CH3:14])[CH3:13])=[O:10])=[O:7])([CH3:4])([CH3:3])[CH3:2].[N+:24]([CH2:27][CH2:28][C:29]1[CH:42]=[CH:41][C:32]([CH2:33][O:34][C:35]2[CH:40]=[CH:39][CH:38]=[CH:37][N:36]=2)=[CH:31][CH:30]=1)([O-])=[O:25].C(OC(OC(C)(C)C)=O)(OC(C)(C)C)=O, predict the reaction product. The product is: [C:1]([O:5][C:6]([N:8]([C:16]1[C:21]([C:22]2[O:25][N:24]=[C:27]([CH2:28][C:29]3[CH:30]=[CH:31][C:32]([CH2:33][O:34][C:35]4[CH:40]=[CH:39][CH:38]=[CH:37][N:36]=4)=[CH:41][CH:42]=3)[CH:23]=2)=[CH:20][CH:19]=[CH:18][N:17]=1)[C:9]([O:11][C:12]([CH3:14])([CH3:15])[CH3:13])=[O:10])=[O:7])([CH3:2])([CH3:3])[CH3:4]. (2) Given the reactants [F:1][C:2]1[CH:7]=[CH:6][C:5]([CH:8](O)[CH:9]([CH2:13][C:14]2[CH:19]=[CH:18][CH:17]=[C:16]([C:20]([F:23])([F:22])[F:21])[CH:15]=2)C(O)=O)=[CH:4][CH:3]=1.C1(P(N=[N+]=[N-])(C2C=CC=CC=2)=[O:32])C=CC=CC=1.C([N:44]([CH2:47]C)CC)C.[OH2:49], predict the reaction product. The product is: [F:1][C:2]1[CH:3]=[CH:4][C:5]([CH:8]2[O:49][C:47](=[O:32])[NH:44][CH:9]2[CH2:13][C:14]2[CH:19]=[CH:18][CH:17]=[C:16]([C:20]([F:21])([F:22])[F:23])[CH:15]=2)=[CH:6][CH:7]=1. (3) The product is: [ClH:36].[CH3:38][N:5]([C:6]1[NH:35][C:33]2[C:9]([N:32]=1)=[N:10][CH:11]=[C:12]([C:14]1[CH:15]=[CH:16][C:17]3[O:23][CH2:22][CH2:21][NH:20][CH2:19][C:18]=3[CH:31]=1)[CH:34]=2)[C:3](=[O:4])[OH:2]. Given the reactants C[O:2][C:3]([NH:5][C:6]1[NH:32][C:9]2=[N:10][CH:11]=[C:12]([C:14]3[CH:15]=[CH:16][C:17]4[O:23][CH2:22][CH2:21][N:20](C(OC(C)(C)C)=O)[CH2:19][C:18]=4[CH:31]=3)C=C2N=1)=[O:4].[C:33](#[N:35])[CH3:34].[ClH:36].O1CCOC[CH2:38]1, predict the reaction product. (4) Given the reactants [CH3:1][CH:2]1[CH2:7][CH2:6][CH:5]([O:8][C:9]2[C:18]([C:19]([F:22])([F:21])[F:20])=[C:17]3[C:12]([CH:13]=[CH:14][C:15](COS(C)(=O)=O)=[CH:16]3)=[CH:11][CH:10]=2)[CH2:4][CH2:3]1.[CH3:29][N:30]([CH3:33])[CH:31]=O.[C:34](=[O:37])([O-])[O-:35].[Cs+].[Cs+].O1C[CH2:43][CH2:42][CH2:41]1.[OH-].[Li+].O, predict the reaction product. The product is: [CH3:1][C@@H:2]1[CH2:3][CH2:4][C@H:5]([O:8][C:9]2[C:18]([C:19]([F:22])([F:20])[F:21])=[C:17]3[C:12]([CH:13]=[CH:14][C:15]([CH2:29][N:30]4[CH2:33][CH2:43][CH:42]([C:34]([OH:35])=[O:37])[CH2:41][CH2:31]4)=[CH:16]3)=[CH:11][CH:10]=2)[CH2:6][CH2:7]1.